This data is from Forward reaction prediction with 1.9M reactions from USPTO patents (1976-2016). The task is: Predict the product of the given reaction. (1) Given the reactants C(O[BH-](OC(=O)C)OC(=O)C)(=O)C.[Na+].[NH2:15][C@H:16]1[CH2:21][CH2:20][CH2:19][CH2:18][C@@H:17]1[OH:22].[CH2:23]([O:25][CH2:26][C@H:27]1[CH2:31][CH2:30][C@@H:29]([N:32]2[CH2:37][CH2:36][C:35](=O)[CH2:34][CH2:33]2)[CH2:28]1)[CH3:24], predict the reaction product. The product is: [CH2:23]([O:25][CH2:26][C@H:27]1[CH2:31][CH2:30][C@@H:29]([N:32]2[CH2:37][CH2:36][CH:35]([NH:15][C@H:16]3[CH2:21][CH2:20][CH2:19][CH2:18][C@@H:17]3[OH:22])[CH2:34][CH2:33]2)[CH2:28]1)[CH3:24]. (2) Given the reactants [Si]([O:18][CH:19]1[CH2:22][N:21]([C:23]2[S:24][CH:25]=[C:26]([CH2:28][OH:29])[N:27]=2)[CH2:20]1)(C(C)(C)C)(C1C=CC=CC=1)C1C=CC=CC=1.[F-].C([N+](CCCC)(CCCC)CCCC)CCC, predict the reaction product. The product is: [OH:29][CH2:28][C:26]1[N:27]=[C:23]([N:21]2[CH2:22][CH:19]([OH:18])[CH2:20]2)[S:24][CH:25]=1. (3) Given the reactants [CH3:1][O:2][C:3]1[CH:11]=[CH:10][C:6]([CH:7]=[N:8][OH:9])=[CH:5][CH:4]=1.[N:12]1([CH2:17][C:18](=[CH2:23])[C:19]([O:21]C)=[O:20])[CH:16]=[N:15][CH:14]=[N:13]1, predict the reaction product. The product is: [CH3:1][O:2][C:3]1[CH:11]=[CH:10][C:6]([C:7]2[CH2:23][C:18]([C:19]([OH:21])=[O:20])([CH2:17][N:12]3[CH:16]=[N:15][CH:14]=[N:13]3)[O:9][N:8]=2)=[CH:5][CH:4]=1. (4) Given the reactants [Cl:1][CH2:2][CH2:3][CH2:4][C:5]([C:7]1[CH:12]=[CH:11][C:10]([CH:13]([CH3:15])[CH3:14])=[CH:9][CH:8]=1)=[O:6].[Br:16]N1C(=O)CCC1=O.CC(N=NC(C#N)(C)C)(C#N)C, predict the reaction product. The product is: [Br:16][C:13]([C:10]1[CH:9]=[CH:8][C:7]([C:5](=[O:6])[CH2:4][CH2:3][CH2:2][Cl:1])=[CH:12][CH:11]=1)([CH3:15])[CH3:14].